This data is from Full USPTO retrosynthesis dataset with 1.9M reactions from patents (1976-2016). The task is: Predict the reactants needed to synthesize the given product. (1) The reactants are: [Cl:1][C:2]1[CH:3]=[CH:4][C:5]([C:8]([NH:10][C:11]2[CH:12]=[CH:13][C:14]3[CH2:20][CH2:19][CH2:18][C:17]([CH2:21]O)=[C:16]([CH3:23])[C:15]=3[CH:24]=2)=[O:9])=[N:6][CH:7]=1.CS([Cl:29])(=O)=O.CCN(C(C)C)C(C)C. Given the product [Cl:1][C:2]1[CH:3]=[CH:4][C:5]([C:8]([NH:10][C:11]2[CH:12]=[CH:13][C:14]3[CH2:20][CH2:19][CH2:18][C:17]([CH2:21][Cl:29])=[C:16]([CH3:23])[C:15]=3[CH:24]=2)=[O:9])=[N:6][CH:7]=1, predict the reactants needed to synthesize it. (2) Given the product [F:2][CH:3]1[CH:8]([NH:9][C:10]2[CH:11]=[CH:12][C:13]([N+:16]([O-:18])=[O:17])=[CH:14][CH:15]=2)[CH2:7][CH2:6][N:5]([CH3:22])[CH2:4]1, predict the reactants needed to synthesize it. The reactants are: Cl.[F:2][CH:3]1[CH:8]([NH:9][C:10]2[CH:15]=[CH:14][C:13]([N+:16]([O-:18])=[O:17])=[CH:12][CH:11]=2)[CH2:7][CH2:6][NH:5][CH2:4]1.C=O.[BH3-][C:22]#N.[Na+].C([O-])([O-])=O.[Na+].[Na+]. (3) Given the product [Br:17][C:15]1[CH:14]=[CH:13][C:9]([C:10]([OH:12])=[O:11])=[C:8]([NH:7][C:2]([O:4][CH2:5][CH3:6])=[O:3])[CH:16]=1, predict the reactants needed to synthesize it. The reactants are: Cl[C:2]([O:4][CH2:5][CH3:6])=[O:3].[NH2:7][C:8]1[CH:16]=[C:15]([Br:17])[CH:14]=[CH:13][C:9]=1[C:10]([OH:12])=[O:11]. (4) Given the product [CH2:1]([O:5][CH2:6][CH2:7][O:8][C:9]1[CH:10]=[CH:11][C:12]([C:15]2[CH:16]=[CH:17][C:18]3[N:24]([CH2:25][CH:26]([CH3:27])[CH3:28])[CH2:23][CH2:22][C:21]([C:29]([NH:31][C:32]4[CH:33]=[CH:34][C:35]([O:38][CH2:42][C:43]5[N:47]([CH2:48][CH2:49][CH3:50])[CH:46]=[N:45][N:44]=5)=[CH:36][CH:37]=4)=[O:30])=[CH:20][C:19]=3[CH:39]=2)=[CH:13][CH:14]=1)[CH2:2][CH2:3][CH3:4], predict the reactants needed to synthesize it. The reactants are: [CH2:1]([O:5][CH2:6][CH2:7][O:8][C:9]1[CH:14]=[CH:13][C:12]([C:15]2[CH:16]=[CH:17][C:18]3[N:24]([CH2:25][CH:26]([CH3:28])[CH3:27])[CH2:23][CH2:22][C:21]([C:29]([NH:31][C:32]4[CH:37]=[CH:36][C:35]([OH:38])=[CH:34][CH:33]=4)=[O:30])=[CH:20][C:19]=3[CH:39]=2)=[CH:11][CH:10]=1)[CH2:2][CH2:3][CH3:4].Cl.Cl[CH2:42][C:43]1[N:47]([CH2:48][CH2:49][CH3:50])[CH:46]=[N:45][N:44]=1.C(=O)([O-])[O-].[K+].[K+].CN(C)C=O. (5) Given the product [CH3:26][C:21]1([CH3:27])[C:22]([CH3:25])([CH3:24])[O:23][B:19]([C:2]2[CH:7]=[CH:6][C:5]([C:8]3[CH:13]=[CH:12][C:11]([N:14]4[CH:18]=[CH:17][CH:16]=[N:15]4)=[CH:10][CH:9]=3)=[CH:4][CH:3]=2)[O:20]1, predict the reactants needed to synthesize it. The reactants are: Br[C:2]1[CH:7]=[CH:6][C:5]([C:8]2[CH:13]=[CH:12][C:11]([N:14]3[CH:18]=[CH:17][CH:16]=[N:15]3)=[CH:10][CH:9]=2)=[CH:4][CH:3]=1.[B:19]1([B:19]2[O:23][C:22]([CH3:25])([CH3:24])[C:21]([CH3:27])([CH3:26])[O:20]2)[O:23][C:22]([CH3:25])([CH3:24])[C:21]([CH3:27])([CH3:26])[O:20]1.C([O-])(=O)C.[K+]. (6) Given the product [CH3:12][O:11][C:8]1[CH:9]=[CH:10][C:5]([C:3]2[N:18]=[C:16]([CH2:15][C:13]#[N:14])[S:17][CH:2]=2)=[CH:6][CH:7]=1, predict the reactants needed to synthesize it. The reactants are: Br[CH2:2][C:3]([C:5]1[CH:10]=[CH:9][C:8]([O:11][CH3:12])=[CH:7][CH:6]=1)=O.[C:13]([CH2:15][C:16]([NH2:18])=[S:17])#[N:14].